Dataset: Reaction yield outcomes from USPTO patents with 853,638 reactions. Task: Predict the reaction yield, written as a fraction of the theoretical maximum amount of product (1.0 means a 100% yield; for example, 0.34 means a 34% yield). (1) The reactants are C(OC([NH:8][CH:9]([C:55](=[O:68])[NH:56][CH2:57][CH:58]([OH:67])[CH:59]([OH:66])[CH:60]([OH:65])[CH:61]([OH:64])[CH2:62][OH:63])[CH2:10][CH2:11][CH2:12][CH2:13][NH:14][C:15]([CH:17]([NH:26][C:27](=[O:54])[C:28]([CH3:53])([CH3:52])[CH2:29][CH2:30][CH2:31][CH2:32][O:33][C:34]1[CH:39]=[C:38]([C:40]2[CH:45]=[CH:44][CH:43]=[CH:42][CH:41]=2)[CH:37]=[C:36]([C:46]2[CH:51]=[CH:50][CH:49]=[CH:48][CH:47]=2)[N:35]=1)[CH2:18][C:19]1[CH:24]=[CH:23][C:22]([OH:25])=[CH:21][CH:20]=1)=[O:16])=O)(C)(C)C.FC(F)(F)C(O)=O. The catalyst is C(Cl)Cl. The product is [NH2:8][CH:9]([C:55](=[O:68])[NH:56][CH2:57][CH:58]([OH:67])[CH:59]([OH:66])[CH:60]([OH:65])[CH:61]([OH:64])[CH2:62][OH:63])[CH2:10][CH2:11][CH2:12][CH2:13][NH:14][C:15]([CH:17]([NH:26][C:27](=[O:54])[C:28]([CH3:53])([CH3:52])[CH2:29][CH2:30][CH2:31][CH2:32][O:33][C:34]1[CH:39]=[C:38]([C:40]2[CH:45]=[CH:44][CH:43]=[CH:42][CH:41]=2)[CH:37]=[C:36]([C:46]2[CH:47]=[CH:48][CH:49]=[CH:50][CH:51]=2)[N:35]=1)[CH2:18][C:19]1[CH:20]=[CH:21][C:22]([OH:25])=[CH:23][CH:24]=1)=[O:16]. The yield is 0.730. (2) The reactants are B.O1CCCC1.[C:7]([O:11][C:12]([N:14]1[CH2:22][CH2:21][CH:17]([C:18](O)=[O:19])[CH2:16][CH2:15]1)=[O:13])([CH3:10])([CH3:9])[CH3:8].O.C([O-])([O-])=O.[K+].[K+]. The catalyst is O1CCCC1. The product is [C:7]([O:11][C:12]([N:14]1[CH2:22][CH2:21][CH:17]([CH2:18][OH:19])[CH2:16][CH2:15]1)=[O:13])([CH3:10])([CH3:9])[CH3:8]. The yield is 0.840. (3) The reactants are [CH3:1][O:2][C:3](=[O:53])[C@H:4]([CH2:17][C:18]1[CH:23]=[CH:22][C:21]([NH:24][C:25](=[O:52])[C@H:26]([NH:34]C(OCC2C3C(=CC=CC=3)C3C2=CC=CC=3)=O)[CH2:27][C:28]2[CH:29]=[N:30][CH:31]=[CH:32][CH:33]=2)=[CH:20][CH:19]=1)[NH:5][C:6]([C:8]1[C:13]([CH3:14])=[CH:12][CH:11]=[CH:10][C:9]=1[CH2:15][CH3:16])=[S:7].N1CCCCC1. The catalyst is CN1C(=O)CCC1.CCCCCC. The product is [CH3:1][O:2][C:3](=[O:53])[C@H:4]([CH2:17][C:18]1[CH:23]=[CH:22][C:21]([NH:24][C:25](=[O:52])[C@H:26]([NH2:34])[CH2:27][C:28]2[CH:29]=[N:30][CH:31]=[CH:32][CH:33]=2)=[CH:20][CH:19]=1)[NH:5][C:6]([C:8]1[C:13]([CH3:14])=[CH:12][CH:11]=[CH:10][C:9]=1[CH2:15][CH3:16])=[S:7]. The yield is 0.810. (4) The reactants are [CH3:1][O:2][C:3]([NH:5][C@H:6]1[CH2:10][CH2:9][N:8](C(OCC2C=CC=CC=2)=O)[CH2:7]1)=[O:4]. The yield is 0.760. The product is [NH:8]1[CH2:9][CH2:10][C@H:6]([NH:5][C:3](=[O:4])[O:2][CH3:1])[CH2:7]1. The catalyst is CO.[Pd]. (5) The reactants are [N+:1]([C:4]1[CH:9]=[CH:8][CH:7]=[C:6]([CH2:10][CH:11]=[CH2:12])[C:5]=1[O:13][CH2:14][C:15]([O:17]C)=O)([O-])=O.[NH4+].[Cl-]. The catalyst is [Fe].CO.O. The product is [CH2:10]([C:6]1[C:5]2[O:13][CH2:14][C:15](=[O:17])[NH:1][C:4]=2[CH:9]=[CH:8][CH:7]=1)[CH:11]=[CH2:12]. The yield is 0.860.